This data is from Peptide-MHC class II binding affinity with 134,281 pairs from IEDB. The task is: Regression. Given a peptide amino acid sequence and an MHC pseudo amino acid sequence, predict their binding affinity value. This is MHC class II binding data. (1) The peptide sequence is AVFEAALTKAITA. The MHC is DRB1_1101 with pseudo-sequence DRB1_1101. The binding affinity (normalized) is 0.371. (2) The peptide sequence is VRNCDLPVWLSWQVA. The MHC is DRB1_0901 with pseudo-sequence DRB1_0901. The binding affinity (normalized) is 0.499. (3) The peptide sequence is EKKYNAATQFEPLAA. The MHC is HLA-DQA10501-DQB10301 with pseudo-sequence HLA-DQA10501-DQB10301. The binding affinity (normalized) is 0.275. (4) The peptide sequence is GVKGFTLGRDGHEKP. The MHC is HLA-DQA10201-DQB10303 with pseudo-sequence HLA-DQA10201-DQB10303. The binding affinity (normalized) is 0.